Dataset: Forward reaction prediction with 1.9M reactions from USPTO patents (1976-2016). Task: Predict the product of the given reaction. (1) Given the reactants O=[C:2]1[CH2:7][CH2:6][CH2:5][CH2:4][CH:3]1[C:8]([O:10]CC)=O.C(=O)(O)O.[NH2:17][C:18]([NH2:20])=[NH:19], predict the reaction product. The product is: [NH2:20][C:18]1[N:19]=[C:8]([OH:10])[C:3]2[CH2:4][CH2:5][CH2:6][CH2:7][C:2]=2[N:17]=1. (2) Given the reactants [F:1][C:2]1([F:40])[O:6][C:5]2[CH:7]=[CH:8][C:9]([C:11]3([C:14]([NH:16][C:17]4[N:18]=[C:19]([C:27]5[CH:28]=[C:29]([CH:37]=[CH:38][CH:39]=5)[C:30]([O:32]C(C)(C)C)=[O:31])[C:20]5[C:25]([CH:26]=4)=[CH:24][CH:23]=[CH:22][CH:21]=5)=[O:15])[CH2:13][CH2:12]3)=[CH:10][C:4]=2[O:3]1, predict the reaction product. The product is: [F:40][C:2]1([F:1])[O:6][C:5]2[CH:7]=[CH:8][C:9]([C:11]3([C:14]([NH:16][C:17]4[N:18]=[C:19]([C:27]5[CH:28]=[C:29]([CH:37]=[CH:38][CH:39]=5)[C:30]([OH:32])=[O:31])[C:20]5[C:25]([CH:26]=4)=[CH:24][CH:23]=[CH:22][CH:21]=5)=[O:15])[CH2:12][CH2:13]3)=[CH:10][C:4]=2[O:3]1. (3) Given the reactants Cl[C:2]1[N:7]2C=[CH:9][N:10]=[C:6]2[CH:5]=[C:4]([Cl:11])[N:3]=1.FC(F)(F)C(O)=O.[NH2:19][CH2:20][CH2:21][NH:22][C:23]1[N:28]=[C:27]([NH2:29])[C:26]([N+:30]([O-:32])=[O:31])=[CH:25][CH:24]=1.CC[N:35](C(C)C)C(C)C.O, predict the reaction product. The product is: [Cl:11][C:4]1[N:3]=[C:2]([NH:19][CH2:20][CH2:21][NH:22][C:23]2[N:28]=[C:27]([NH2:29])[C:26]([N+:30]([O-:32])=[O:31])=[CH:25][CH:24]=2)[N:7]2[N:35]=[CH:9][N:10]=[C:6]2[CH:5]=1. (4) Given the reactants [C:1]([C:5]1[CH:6]=[C:7]([NH2:19])[N:8]([C:10]2[CH:15]=[CH:14][C:13]([N+]([O-])=O)=[CH:12][CH:11]=2)[N:9]=1)([CH3:4])([CH3:3])[CH3:2].[C:20](C1C=CC(NN)=CC=1)#[N:21], predict the reaction product. The product is: [NH2:19][C:7]1[N:8]([C:10]2[CH:15]=[CH:14][C:13]([C:20]#[N:21])=[CH:12][CH:11]=2)[N:9]=[C:5]([C:1]([CH3:4])([CH3:3])[CH3:2])[CH:6]=1.